Dataset: Catalyst prediction with 721,799 reactions and 888 catalyst types from USPTO. Task: Predict which catalyst facilitates the given reaction. (1) Product: [F:15][C:2]([F:1])([F:14])[CH2:3][O:4][C:5]1[N:10]=[C:9]([C:11]([O:13][CH3:18])=[O:12])[CH:8]=[CH:7][CH:6]=1. Reactant: [F:1][C:2]([F:15])([F:14])[CH2:3][O:4][C:5]1[N:10]=[C:9]([C:11]([OH:13])=[O:12])[CH:8]=[CH:7][CH:6]=1.CI.[C:18](=O)([O-])[O-].[K+].[K+].O. The catalyst class is: 80. (2) Reactant: [CH2:1]([N:3]([CH2:16][CH3:17])[CH2:4][CH2:5][O:6][C:7]1[CH:12]=[CH:11][C:10]([N+:13]([O-])=O)=[CH:9][CH:8]=1)[CH3:2].[H][H]. Product: [CH2:16]([N:3]([CH2:1][CH3:2])[CH2:4][CH2:5][O:6][C:7]1[CH:8]=[CH:9][C:10]([NH2:13])=[CH:11][CH:12]=1)[CH3:17]. The catalyst class is: 227. (3) Reactant: [CH3:1][O:2][C:3]([C:5]1[S:9][C:8](S(C)(=O)=O)=[N:7][C:6]=1[NH2:14])=[O:4].CO.C1COCC1.[BH4-].[Na+]. Product: [CH3:1][O:2][C:3]([C:5]1[S:9][CH:8]=[N:7][C:6]=1[NH2:14])=[O:4]. The catalyst class is: 69. (4) Reactant: [CH2:1]([O:3][C:4]([C:6]1[CH:7]=[C:8]2[C:13](=[CH:14][CH:15]=1)[NH:12][CH:11]([C:16]1[CH:17]=[N:18][CH:19]=[C:20](Br)[CH:21]=1)[C:10]([CH3:24])([CH3:23])[CH2:9]2)=[O:5])[CH3:2].[NH:25]1[CH2:30][CH2:29][O:28][CH2:27][CH2:26]1.Cl.CN(C)CC(O)=O.C(=O)([O-])[O-].[K+].[K+]. Product: [CH2:1]([O:3][C:4]([C:6]1[CH:7]=[C:8]2[C:13](=[CH:14][CH:15]=1)[NH:12][CH:11]([C:16]1[CH:17]=[N:18][CH:19]=[C:20]([N:25]3[CH2:30][CH2:29][O:28][CH2:27][CH2:26]3)[CH:21]=1)[C:10]([CH3:24])([CH3:23])[CH2:9]2)=[O:5])[CH3:2]. The catalyst class is: 156. (5) Reactant: [CH:1]1([N:6]2[C:10]3[N:11]=[C:12]([NH2:15])[N:13]=[CH:14][C:9]=3[C:8]3[CH:16]=[CH:17][C:18]([O:20]C)=[N:19][C:7]2=3)[CH2:5][CH2:4][CH2:3][CH2:2]1.C([O-])(O)=O.[Na+]. Product: [NH2:15][C:12]1[N:13]=[CH:14][C:9]2[C:8]3[CH:16]=[CH:17][C:18]([OH:20])=[N:19][C:7]=3[N:6]([CH:1]3[CH2:5][CH2:4][CH2:3][CH2:2]3)[C:10]=2[N:11]=1. The catalyst class is: 33. (6) Reactant: C([N:8]1[CH2:13][CH2:12][CH:11]([CH2:14][N:15]([CH3:33])[S:16]([C:19]2[CH:28]=[CH:27][CH:26]=[C:25]3[C:20]=2[CH2:21][CH2:22][N:23]([C:29]([O:31][CH3:32])=[O:30])[CH2:24]3)(=[O:18])=[O:17])[CH2:10][CH2:9]1)C1C=CC=CC=1.C([O-])=O.[NH4+]. Product: [NH:8]1[CH2:9][CH2:10][CH:11]([CH2:14][N:15]([CH3:33])[S:16]([C:19]2[CH:28]=[CH:27][CH:26]=[C:25]3[C:20]=2[CH2:21][CH2:22][N:23]([C:29]([O:31][CH3:32])=[O:30])[CH2:24]3)(=[O:18])=[O:17])[CH2:12][CH2:13]1. The catalyst class is: 19.